Binary Classification. Given a miRNA mature sequence and a target amino acid sequence, predict their likelihood of interaction. From a dataset of Experimentally validated miRNA-target interactions with 360,000+ pairs, plus equal number of negative samples. (1) Result: 1 (interaction). The miRNA is hsa-miR-1321 with sequence CAGGGAGGUGAAUGUGAU. The protein sequence of the target gene is MMFYRLLSIVGRQRASPGWQNWSSARNSTSAAEARSMALPTQAQVVICGGGITGTSVAYHLSKMGWKDIVLLEQGRLAAGSTRFCAGILSTARHLTIEQKMADYSNKLYYQLEQETGIQTGYTRTGSIFLAQTQDRLISLKRINAGLNVIGIPSEIISPKKVAELHHLLNVHDLVGAMHVPEDAVVSSADVALALASAASQNGVQIYDRTSVLHVMVKKGQVTGVETDKGQIECQYFVNCAGQWAYELGLSNEEPVSIPLHACEHFYLLTRPLETPLQSSTPTIVDADGRIYIRNWQGGI.... (2) The miRNA is hsa-miR-301a-5p with sequence GCUCUGACUUUAUUGCACUACU. The protein sequence of the target gene is MAQSGGEARPGPKTAVQIRVAIQEAEDVDELEDEEEGAETRGAGDPARYLSPGWGSASEEEPSRGHSGTTASGGENEREDLEQEWKPPDEELIKKLVDQIEFYFSDENLEKDAFLLKHVRRNKLGYVSVKLLTSFKKVKHLTRDWRTTAHALKYSVVLELNEDHRKVRRTTPVPLFPNENLPSKMLLVYDLYLSPKLWALATPQKNGRVQEKVMEHLLKLFGTFGVISSVRILKPGRELPPDIRRISSRYSQVGTQECAIVEFEEVEAAIKAHEFMITESQGKENMKAVLIGMKPPKKKP.... Result: 0 (no interaction). (3) The miRNA is hsa-miR-4271 with sequence GGGGGAAGAAAAGGUGGGG. The protein sequence of the target gene is MKMASSLAFLLLNFHVSLFLVQLLTPCSAQFSVLGPSGPILAMVGEDADLPCHLFPTMSAETMELRWVSSSLRQVVNVYADGKEVEDRQSAPYRGRTSILRDGITAGKAALRIHNVTASDSGKYLCYFQDGDFYEKALVELKVAALGSDLHIEVKGYEDGGIHLECRSTGWYPQPQIKWSDTKGENIPAVEAPVVADGVGLYAVAASVIMRGSSGGGVSCIIRNSLLGLEKTASISIADPFFRSAQPWIAALAGTLPISLLLLAGASYFLWRQQKEKIALSRETEREREMKEMGYAATEQ.... Result: 0 (no interaction).